Dataset: Full USPTO retrosynthesis dataset with 1.9M reactions from patents (1976-2016). Task: Predict the reactants needed to synthesize the given product. (1) Given the product [C:30]([O:29][C:27]([NH:26][C@H:10]([CH2:11][C:12]1[C:20]2[C:15](=[CH:16][CH:17]=[CH:18][CH:19]=2)[N:14]([CH2:21][CH2:22][CH2:23][CH2:24][CH3:25])[CH:13]=1)[C:9]([OH:34])=[O:8])=[O:28])([CH3:33])([CH3:32])[CH3:31], predict the reactants needed to synthesize it. The reactants are: C([O:8][C:9](=[O:34])[C@H:10]([NH:26][C:27]([O:29][C:30]([CH3:33])([CH3:32])[CH3:31])=[O:28])[CH2:11][C:12]1[C:20]2[C:15](=[CH:16][CH:17]=[CH:18][CH:19]=2)[N:14]([CH2:21][CH2:22][CH2:23][CH2:24][CH3:25])[CH:13]=1)C1C=CC=CC=1. (2) The reactants are: [Si:1]([O:18][CH2:19][C:20]1[C:25]([S:26]([CH3:29])(=[O:28])=[O:27])=[CH:24][C:23]([NH:30][S:31]([CH3:34])(=[O:33])=[O:32])=[C:22](I)[CH:21]=1)([C:14]([CH3:17])([CH3:16])[CH3:15])([C:8]1[CH:13]=[CH:12][CH:11]=[CH:10][CH:9]=1)[C:2]1[CH:7]=[CH:6][CH:5]=[CH:4][CH:3]=1.[CH3:36][CH:37]([CH3:42])[CH:38]([OH:41])[C:39]#[CH:40]. Given the product [Si:1]([O:18][CH2:19][C:20]1[CH:21]=[C:22]2[C:23](=[CH:24][C:25]=1[S:26]([CH3:29])(=[O:28])=[O:27])[N:30]([S:31]([CH3:34])(=[O:33])=[O:32])[C:39]([CH:38]([OH:41])[CH:37]([CH3:42])[CH3:36])=[CH:40]2)([C:14]([CH3:17])([CH3:16])[CH3:15])([C:8]1[CH:13]=[CH:12][CH:11]=[CH:10][CH:9]=1)[C:2]1[CH:7]=[CH:6][CH:5]=[CH:4][CH:3]=1, predict the reactants needed to synthesize it.